From a dataset of Full USPTO retrosynthesis dataset with 1.9M reactions from patents (1976-2016). Predict the reactants needed to synthesize the given product. Given the product [CH3:3][C:2]([C@H:4]1[C@@H:8]2[C@@H:9]3[C@@:14]([CH3:17])([CH2:15][CH2:16][C@@:7]2([C:31]([OH:35])=[O:32])[CH2:6][CH2:5]1)[C@@:13]1([CH3:30])[C@@H:12]([C@:21]2([CH3:29])[C@@H:20]([CH2:19][CH2:18]1)[C:26]([CH3:28])([CH3:27])[C:24](=[O:25])[CH2:23][CH2:22]2)[CH2:11][CH2:10]3)=[CH2:1], predict the reactants needed to synthesize it. The reactants are: [CH3:1][C:2]([C@H:4]1[C@@H:8]2[C@H:9]3[C@@:14]([CH3:17])([CH2:15][CH2:16][C@@:7]2([CH:31]=[O:32])[CH2:6][CH2:5]1)[C@:13]1([CH3:30])[CH2:18][CH2:19][C@H:20]2[C:26]([CH3:28])([CH3:27])[C:24](=[O:25])[CH:23]=[CH:22][C@:21]2([CH3:29])[C@H:12]1[CH2:11][CH2:10]3)=[CH2:3].OO.[O-:35]Cl=O.[Na+].